The task is: Predict the product of the given reaction.. This data is from Forward reaction prediction with 1.9M reactions from USPTO patents (1976-2016). (1) Given the reactants B.O1CCC[CH2:3]1.[CH3:7][C:8]([O:11][C:12]([NH:14][CH:15]([C:26]([OH:28])=O)[C:16]1[CH:21]=[CH:20][CH:19]=[C:18]([C:22]([F:25])([F:24])[F:23])[CH:17]=1)=[O:13])([CH3:10])[CH3:9].C(OC(OC(C)(C)C)=O)(OC(C)(C)C)=O.Cl, predict the reaction product. The product is: [OH:28][CH2:26][CH:15]([N:14]([CH3:3])[C:12](=[O:13])[O:11][C:8]([CH3:7])([CH3:9])[CH3:10])[C:16]1[CH:21]=[CH:20][CH:19]=[C:18]([C:22]([F:24])([F:25])[F:23])[CH:17]=1. (2) Given the reactants [CH3:1][N:2]1[CH:6]=[C:5]([C:7]2[CH:8]=[N:9][C:10]3[C:15]([CH:16]=2)=[CH:14][C:13]([CH:17]([CH3:22])[C:18]([NH:20][NH2:21])=O)=[CH:12][CH:11]=3)[CH:4]=[N:3]1.[Cl:23][C:24]1[N:25]=[N:26][C:27](Cl)=[CH:28][CH:29]=1, predict the reaction product. The product is: [Cl:23][C:24]1[CH:29]=[CH:28][C:27]2[N:20]([C:18]([CH:17]([C:13]3[CH:14]=[C:15]4[C:10](=[CH:11][CH:12]=3)[N:9]=[CH:8][C:7]([C:5]3[CH:4]=[N:3][N:2]([CH3:1])[CH:6]=3)=[CH:16]4)[CH3:22])=[N:25][N:26]=2)[N:21]=1. (3) Given the reactants [CH3:1][O:2][C:3]1[CH:12]=[C:11]2[C:6]([CH:7]=[CH:8][C:9](OS(C(F)(F)F)(=O)=O)=[CH:10]2)=[CH:5][CH:4]=1.O.C(OCC)(=O)C.[CH3:28][N:29](C)C=O, predict the reaction product. The product is: [CH3:1][O:2][C:3]1[CH:12]=[C:11]2[C:6]([CH:7]=[CH:8][C:9]([C:28]#[N:29])=[CH:10]2)=[CH:5][CH:4]=1. (4) Given the reactants [F:1][CH:2]([F:25])[C:3]1[N:8]2[N:9]=[CH:10][C:11]([C:12]([OH:14])=O)=[C:7]2[N:6]=[C:5]([C:15]2[CH:20]=[CH:19][C:18]([C:21]([F:24])([F:23])[F:22])=[CH:17][CH:16]=2)[CH:4]=1.[CH3:26][C:27]1[S:31][C:30]([S:32]([NH2:35])(=[O:34])=[O:33])=[CH:29][C:28]=1[N+:36]([O-])=O, predict the reaction product. The product is: [CH3:26][C:27]1[S:31][C:30]([S:32](=[O:34])(=[O:33])[NH2:35])=[CH:29][C:28]=1[NH:36][C:12]([C:11]1[CH:10]=[N:9][N:8]2[C:3]([CH:2]([F:25])[F:1])=[CH:4][C:5]([C:15]3[CH:20]=[CH:19][C:18]([C:21]([F:23])([F:24])[F:22])=[CH:17][CH:16]=3)=[N:6][C:7]=12)=[O:14]. (5) Given the reactants N#N.[C:3]([NH:7][C:8]1[N:13]=[C:12]([C:14]#[CH:15])[CH:11]=[CH:10][N:9]=1)([CH3:6])([CH3:5])[CH3:4].I[C:17]1[CH:22]=[CH:21][C:20]([F:23])=[CH:19][CH:18]=1, predict the reaction product. The product is: [C:3]([NH:7][C:8]1[N:13]=[C:12]([C:14]#[C:15][C:17]2[CH:22]=[CH:21][C:20]([F:23])=[CH:19][CH:18]=2)[CH:11]=[CH:10][N:9]=1)([CH3:6])([CH3:5])[CH3:4]. (6) Given the reactants CC(C1C=C(C(C)C)C(C2C(P(C3CCCCC3)C3CCCCC3)=C(OC)C=CC=2OC)=C(C(C)C)C=1)C.Cl[C:40]1[CH:45]=[C:44]([O:46][C:47]2[C:56]3[C:51](=[CH:52][CH:53]=[CH:54][CH:55]=3)[C:50]([NH:57][C:58](=[O:64])[O:59][C:60]([CH3:63])([CH3:62])[CH3:61])=[CH:49][CH:48]=2)[CH:43]=[CH:42][N:41]=1.[NH2:65][C:66]1[CH:82]=[CH:81][C:69]([C:70]([NH:72][CH2:73][CH2:74][N:75]2[CH2:80][CH2:79][O:78][CH2:77][CH2:76]2)=[O:71])=[C:68]([C:83]#[C:84][Si:85]([CH:92]([CH3:94])[CH3:93])([CH:89]([CH3:91])[CH3:90])[CH:86]([CH3:88])[CH3:87])[CH:67]=1.C([O-])([O-])=O.[K+].[K+], predict the reaction product. The product is: [O:78]1[CH2:77][CH2:76][N:75]([CH2:74][CH2:73][NH:72][C:70]([C:69]2[CH:81]=[CH:82][C:66]([NH:65][C:40]3[CH:45]=[C:44]([O:46][C:47]4[C:56]5[C:51](=[CH:52][CH:53]=[CH:54][CH:55]=5)[C:50]([NH:57][C:58](=[O:64])[O:59][C:60]([CH3:62])([CH3:61])[CH3:63])=[CH:49][CH:48]=4)[CH:43]=[CH:42][N:41]=3)=[CH:67][C:68]=2[C:83]#[C:84][Si:85]([CH:92]([CH3:94])[CH3:93])([CH:89]([CH3:91])[CH3:90])[CH:86]([CH3:88])[CH3:87])=[O:71])[CH2:80][CH2:79]1. (7) Given the reactants [N+:1]([C:4]1[CH:9]=[CH:8][C:7]([CH2:10][CH2:11][CH2:12][CH2:13][N:14]2[CH:18]=[CH:17][N:16]=[N:15]2)=[CH:6][CH:5]=1)([O-])=O, predict the reaction product. The product is: [N:14]1([CH2:13][CH2:12][CH2:11][CH2:10][C:7]2[CH:6]=[CH:5][C:4]([NH2:1])=[CH:9][CH:8]=2)[CH:18]=[CH:17][N:16]=[N:15]1. (8) Given the reactants [N+:1]([C:4]1[CH:12]=[CH:11][C:7]([C:8](Cl)=[O:9])=[CH:6][CH:5]=1)([O-:3])=[O:2].Cl.[CH3:14][NH:15][CH3:16].C(N(CC)CC)C, predict the reaction product. The product is: [N+:1]([C:4]1[CH:12]=[CH:11][C:7]([C:8]([N:15]([CH3:16])[CH3:14])=[O:9])=[CH:6][CH:5]=1)([O-:3])=[O:2]. (9) Given the reactants [F:1][C:2]([F:17])([F:16])[C:3]1[CH:8]=[CH:7][C:6]([CH:9]2[O:13][N:12]=[C:11]([CH2:14]O)[CH2:10]2)=[CH:5][CH:4]=1.S(Cl)([Cl:20])=O, predict the reaction product. The product is: [Cl:20][CH2:14][C:11]1[CH2:10][CH:9]([C:6]2[CH:7]=[CH:8][C:3]([C:2]([F:17])([F:16])[F:1])=[CH:4][CH:5]=2)[O:13][N:12]=1.